This data is from Reaction yield outcomes from USPTO patents with 853,638 reactions. The task is: Predict the reaction yield, written as a fraction of the theoretical maximum amount of product (1.0 means a 100% yield; for example, 0.34 means a 34% yield). (1) The reactants are C[O:2][C:3](=[O:25])[C:4]1[CH:9]=[CH:8][C:7]([O:10][CH2:11][C:12]2[C:13]([C:18]3[CH:23]=[CH:22][C:21]([F:24])=[CH:20][N:19]=3)=[N:14][O:15][C:16]=2[CH3:17])=[N:6][CH:5]=1.COC(=O)C1C=CC(OCC2C(C3C=CC=CN=3)=NOC=2C)=NC=1. No catalyst specified. The product is [F:24][C:21]1[CH:22]=[CH:23][C:18]([C:13]2[C:12]([CH2:11][O:10][C:7]3[CH:8]=[CH:9][C:4]([C:3]([OH:25])=[O:2])=[CH:5][N:6]=3)=[C:16]([CH3:17])[O:15][N:14]=2)=[N:19][CH:20]=1. The yield is 0.920. (2) The catalyst is COCCOC.CCOC(C)=O.C1C=CC(P(C2C=CC=CC=2)[C-]2C=CC=C2)=CC=1.C1C=CC(P(C2C=CC=CC=2)[C-]2C=CC=C2)=CC=1.Cl[Pd]Cl.[Fe+2]. The yield is 0.384. The reactants are Br[C:2]1[N:7]=[C:6]([NH:8][CH2:9][CH:10]2[CH2:15][CH2:14][O:13][CH2:12][CH2:11]2)[C:5]([Cl:16])=[N:4][CH:3]=1.C([O-])([O-])=O.[Na+].[Na+].[Cl:23][C:24]1[C:25](B(O)O)=[CH:26][C:27]([F:30])=[N:28][CH:29]=1.C(Cl)Cl. The product is [Cl:16][C:5]1[C:6]([NH:8][CH2:9][CH:10]2[CH2:15][CH2:14][O:13][CH2:12][CH2:11]2)=[N:7][C:2]([C:25]2[C:24]([Cl:23])=[CH:29][N:28]=[C:27]([F:30])[CH:26]=2)=[CH:3][N:4]=1. (3) The reactants are [C:1]([CH2:4][C:5]1[C:9]([Cl:10])=[C:8]([Cl:11])[S:7][C:6]=1[CH2:12][C:13](O)=[O:14])(O)=[O:2].B.C1COCC1. The catalyst is C1COCC1. The product is [Cl:10][C:9]1[C:5]([CH2:4][CH2:1][OH:2])=[C:6]([CH2:12][CH2:13][OH:14])[S:7][C:8]=1[Cl:11]. The yield is 0.880. (4) The reactants are [F:1][C:2]1[CH:10]=[C:9]([N+:11]([O-:13])=[O:12])[C:8]([F:14])=[CH:7][C:3]=1[C:4](O)=[O:5].S(Cl)(Cl)=O.CC[N:21](C(C)C)C(C)C.N.O1CCOCC1. The product is [F:1][C:2]1[CH:10]=[C:9]([N+:11]([O-:13])=[O:12])[C:8]([F:14])=[CH:7][C:3]=1[C:4]([NH2:21])=[O:5]. The yield is 0.120. The catalyst is C1COCC1.CN(C=O)C.